From a dataset of Reaction yield outcomes from USPTO patents with 853,638 reactions. Predict the reaction yield, written as a fraction of the theoretical maximum amount of product (1.0 means a 100% yield; for example, 0.34 means a 34% yield). (1) The reactants are [CH3:1][C:2]1[C:3]([CH3:22])=[CH:4][C:5]2[N:14]([CH2:15][C:16]([OH:18])=O)[C:13]3[C:8]([C:9](=[O:20])[NH:10][C:11](=[O:19])[N:12]=3)=[N:7][C:6]=2[CH:21]=1.[Cl:23][C:24]1[CH:29]=[CH:28][C:27]([CH2:30][NH2:31])=[CH:26][CH:25]=1.CCN(C(C)C)C(C)C.CN(C(ON1N=NC2C=CC=NC1=2)=[N+](C)C)C.F[P-](F)(F)(F)(F)F. The catalyst is CN(C=O)C. The product is [Cl:23][C:24]1[CH:29]=[CH:28][C:27]([CH2:30][NH:31][C:16](=[O:18])[CH2:15][N:14]2[C:13]3[C:8]([C:9](=[O:20])[NH:10][C:11](=[O:19])[N:12]=3)=[N:7][C:6]3[CH:21]=[C:2]([CH3:1])[C:3]([CH3:22])=[CH:4][C:5]2=3)=[CH:26][CH:25]=1. The yield is 0.0200. (2) The reactants are F[C:2]1C=CC=[CH:4][C:3]=1[C:8](=O)C.Cl.[CH3:12][N:13](C)CCCN=C=NCC.[NH2:23][C@@:24]([C:31]1[CH:36]=[C:35]([N+:37]([O-:39])=[O:38])[CH:34]=[CH:33][C:32]=1[F:40])([CH3:30])[CH2:25][C:26]([O:28]C)=O.[CH:41](N(CC)C(C)C)(C)C. The catalyst is CN(C=O)C.O.C(OCC)(=O)C. The product is [C:3]([C@H:4]1[NH:23][C:24]([C:31]2[CH:36]=[C:35]([N+:37]([O-:39])=[O:38])[CH:34]=[CH:33][C:32]=2[F:40])([CH3:30])[CH2:25][C:26](=[O:28])[N:13]1[CH3:12])([CH3:41])([CH3:2])[CH3:8]. The yield is 0.490. (3) The reactants are C[O:2][C:3]([C:5]1[N:6]([C:10]2[CH:15]=[CH:14][C:13]([Br:16])=[CH:12][CH:11]=2)[N:7]=[N:8][CH:9]=1)=[O:4].[Li+].[OH-]. The catalyst is C1COCC1.O. The product is [Br:16][C:13]1[CH:14]=[CH:15][C:10]([N:6]2[C:5]([C:3]([OH:4])=[O:2])=[CH:9][N:8]=[N:7]2)=[CH:11][CH:12]=1. The yield is 0.817. (4) The reactants are Cl[C:2]1[N:7]=[C:6]([C:8]2[C:16]3[C:11](=[CH:12][CH:13]=[CH:14][CH:15]=3)[N:10]([S:17]([C:20]3[CH:25]=[CH:24][CH:23]=[CH:22][CH:21]=3)(=[O:19])=[O:18])[CH:9]=2)[C:5]([Cl:26])=[CH:4][N:3]=1.[F:27][CH:28]1[CH2:33][CH:32]([NH2:34])[CH2:31][CH:30]([NH2:35])[CH2:29]1.CCN(C(C)C)C(C)C.[C:45]([O:49][C:50]([NH:52][C:53]1[CH:61]=[CH:60][C:56]([C:57](O)=[O:58])=[CH:55][CH:54]=1)=[O:51])([CH3:48])([CH3:47])[CH3:46].CN(C(ON1N=NC2C=CC=CC1=2)=[N+](C)C)C.F[P-](F)(F)(F)(F)F. The catalyst is CN1C(=O)CCC1.CCOC(C)=O.C([O-])(O)=O.[Na+]. The product is [Cl:26][C:5]1[C:6]([C:8]2[C:16]3[C:11](=[CH:12][CH:13]=[CH:14][CH:15]=3)[N:10]([S:17]([C:20]3[CH:21]=[CH:22][CH:23]=[CH:24][CH:25]=3)(=[O:18])=[O:19])[CH:9]=2)=[N:7][C:2]([NH:34][CH:32]2[CH2:33][CH:28]([F:27])[CH2:29][CH:30]([NH:35][C:57]([C:56]3[CH:55]=[CH:54][C:53]([NH:52][C:50](=[O:51])[O:49][C:45]([CH3:47])([CH3:46])[CH3:48])=[CH:61][CH:60]=3)=[O:58])[CH2:31]2)=[N:3][CH:4]=1. The yield is 0.620. (5) The reactants are [C:1]1([C:7]2[N:8]([CH2:16][C:17]3[CH:25]=[CH:24][C:20]([C:21](O)=[O:22])=[CH:19][CH:18]=3)[C:9]3[C:14]([CH:15]=2)=[CH:13][CH:12]=[CH:11][CH:10]=3)[CH:6]=[CH:5][CH:4]=[CH:3][CH:2]=1.Cl.[NH2:27][OH:28].F[P-](F)(F)(F)(F)F.N1(O[P+](N(C)C)(N(C)C)N(C)C)C2C=CC=CC=2N=N1.C(N(CC)CC)C. The catalyst is N1C=CC=CC=1. The product is [OH:28][NH:27][C:21](=[O:22])[C:20]1[CH:24]=[CH:25][C:17]([CH2:16][N:8]2[C:9]3[C:14](=[CH:13][CH:12]=[CH:11][CH:10]=3)[CH:15]=[C:7]2[C:1]2[CH:2]=[CH:3][CH:4]=[CH:5][CH:6]=2)=[CH:18][CH:19]=1. The yield is 0.170. (6) The yield is 0.509. The catalyst is CO. The reactants are [Br:1][C:2]1[CH:15]=[C:14]2[C:5]([O:6][C:7]3[C:8]([F:35])=[CH:9][C:10]([O:33][CH3:34])=[CH:11][C:12]=3[C:13]32[CH2:20][CH2:19][O:18][C:17]([NH:21]C(=O)C2C=CC([N+]([O-])=O)=CC=2)=[N:16]3)=[CH:4][CH:3]=1.[OH-].[Na+]. The product is [Br:1][C:2]1[CH:15]=[C:14]2[C:5]([O:6][C:7]3[C:8]([F:35])=[CH:9][C:10]([O:33][CH3:34])=[CH:11][C:12]=3[C:13]32[CH2:20][CH2:19][O:18][C:17]([NH2:21])=[N:16]3)=[CH:4][CH:3]=1. (7) The reactants are [F:1][C:2]1[CH:27]=[CH:26][C:25]([F:28])=[CH:24][C:3]=1[CH2:4][N:5]1[CH2:10][CH2:9][NH:8][C:7]2[N:11]=[CH:12][C:13]([C:15]3[CH:16]=[CH:17][C:18]([C:21](O)=[O:22])=[N:19][CH:20]=3)=[CH:14][C:6]1=2.[NH:29]1[CH2:34][CH2:33][O:32][CH2:31][CH2:30]1. No catalyst specified. The product is [F:1][C:2]1[CH:27]=[CH:26][C:25]([F:28])=[CH:24][C:3]=1[CH2:4][N:5]1[CH2:10][CH2:9][NH:8][C:7]2[N:11]=[CH:12][C:13]([C:15]3[CH:16]=[CH:17][C:18]([C:21]([N:29]4[CH2:34][CH2:33][O:32][CH2:31][CH2:30]4)=[O:22])=[N:19][CH:20]=3)=[CH:14][C:6]1=2. The yield is 0.260. (8) The reactants are [CH3:1][C:2]1[O:6][C:5]([C:7]2[CH:16]=[CH:15][C:10]([C:11]([O:13]C)=[O:12])=[CH:9][CH:8]=2)=[N:4][C:3]=1[CH2:17][S:18]([C:21]1[CH:26]=[CH:25][C:24]([CH2:27][CH2:28][N:29]2[CH2:34][CH2:33][O:32][CH2:31][CH2:30]2)=[CH:23][CH:22]=1)(=[O:20])=[O:19].[ClH:35]. No catalyst specified. The product is [ClH:35].[CH3:1][C:2]1[O:6][C:5]([C:7]2[CH:16]=[CH:15][C:10]([C:11]([OH:13])=[O:12])=[CH:9][CH:8]=2)=[N:4][C:3]=1[CH2:17][S:18]([C:21]1[CH:26]=[CH:25][C:24]([CH2:27][CH2:28][N:29]2[CH2:34][CH2:33][O:32][CH2:31][CH2:30]2)=[CH:23][CH:22]=1)(=[O:19])=[O:20]. The yield is 0.960.